Dataset: Forward reaction prediction with 1.9M reactions from USPTO patents (1976-2016). Task: Predict the product of the given reaction. (1) Given the reactants [F:1][C:2]1[C:21]([NH:22][C:23]([NH:25][C:26]2[CH:27]=[N:28][C:29]([CH3:32])=[CH:30][CH:31]=2)=[O:24])=[C:20]([F:33])[CH:19]=[CH:18][C:3]=1[CH2:4][N:5]1[CH2:10][CH2:9][N:8]([C:11]([O:13][C:14](C)(C)C)=[O:12])[CH2:7][CH2:6]1.Cl.ClC(OC)=O.CCN(CC)CC, predict the reaction product. The product is: [F:1][C:2]1[C:21]([NH:22][C:23]([NH:25][C:26]2[CH:27]=[N:28][C:29]([CH3:32])=[CH:30][CH:31]=2)=[O:24])=[C:20]([F:33])[CH:19]=[CH:18][C:3]=1[CH2:4][N:5]1[CH2:10][CH2:9][N:8]([C:11]([O:13][CH3:14])=[O:12])[CH2:7][CH2:6]1. (2) Given the reactants [OH:1][C:2]1[CH:10]=[CH:9][C:8]([C:11]2[NH:15][N:14]=[N:13][N:12]=2)=[CH:7][C:3]=1[C:4]([NH2:6])=[O:5].[C:16]([N:23]1[CH2:28][CH2:27][C:26](=O)[CH2:25][CH2:24]1)([O:18][C:19]([CH3:22])([CH3:21])[CH3:20])=[O:17].N1CCOCC1.C(O)(C(F)(F)F)=O, predict the reaction product. The product is: [C:19]([O:18][C:16]([N:23]1[CH2:28][CH2:27][C:26]2([NH:6][C:4](=[O:5])[C:3]3[CH:7]=[C:8]([C:11]4[NH:15][N:14]=[N:13][N:12]=4)[CH:9]=[CH:10][C:2]=3[O:1]2)[CH2:25][CH2:24]1)=[O:17])([CH3:22])([CH3:20])[CH3:21]. (3) Given the reactants [F:1][C:2]([F:16])([O:6][C:7]1[CH:8]=[C:9]([CH:13]=[CH:14][CH:15]=1)[CH:10]=[N:11]O)[CH:3]([F:5])[F:4].[H][H], predict the reaction product. The product is: [F:1][C:2]([F:16])([O:6][C:7]1[CH:8]=[C:9]([CH:13]=[CH:14][CH:15]=1)[CH2:10][NH2:11])[CH:3]([F:4])[F:5]. (4) Given the reactants [CH2:1]([O:3][C:4]1[N:8]([CH2:9][C:10]2[CH:15]=[CH:14][C:13]([C:16]3[CH:21]=[CH:20][CH:19]=[CH:18][C:17]=3[C:22]3[NH:26][C:25](=[O:27])[O:24][N:23]=3)=[CH:12][CH:11]=2)[C:7]2[C:28]([C:32]([OH:34])=[O:33])=[CH:29][CH:30]=[CH:31][C:6]=2[N:5]=1)[CH3:2].C1(C)C=CC(S(Cl)(=O)=O)=CC=1.C(=O)([O-])[O-].[K+].[K+].O[CH2:53][C:54]1[O:55][C:56](=[O:60])[O:57][C:58]=1[CH3:59], predict the reaction product. The product is: [CH3:2][CH2:1][O:3][C:4]1[N:8]([CH2:9][C:10]2[CH:15]=[CH:14][C:13]([C:16]3[CH:21]=[CH:20][CH:19]=[CH:18][C:17]=3[C:22]3[NH:26][C:25](=[O:27])[O:24][N:23]=3)=[CH:12][CH:11]=2)[C:7]2[C:28]([C:32]([O:34][CH2:59][C:58]3[O:57][C:56](=[O:60])[O:55][C:54]=3[CH3:53])=[O:33])=[CH:29][CH:30]=[CH:31][C:6]=2[N:5]=1. (5) The product is: [F:18][C:9]1[CH:8]=[C:7]2[C:6]([C:5](=[O:4])[NH:25][C:20]([CH3:21])=[N:19]2)=[CH:11][C:10]=1[N:12]1[CH2:17][CH2:16][O:15][CH2:14][CH2:13]1. Given the reactants C([O:4][C:5](=O)[C:6]1[CH:11]=[C:10]([N:12]2[CH2:17][CH2:16][O:15][CH2:14][CH2:13]2)[C:9]([F:18])=[CH:8][C:7]=1[NH:19][C:20](=O)[CH3:21])(=O)C.[OH-].[NH4+:25].Cl, predict the reaction product.